From a dataset of Full USPTO retrosynthesis dataset with 1.9M reactions from patents (1976-2016). Predict the reactants needed to synthesize the given product. (1) Given the product [CH3:20][S:21]([O:1][CH2:2][C@@H:3]([NH:5][C:6]([O:7][C:8]([CH3:11])([CH3:10])[CH3:9])=[O:12])[CH3:4])(=[O:23])=[O:22], predict the reactants needed to synthesize it. The reactants are: [OH:1][CH2:2][C@@H:3]([NH:5][C:6](=[O:12])[O:7][C:8]([CH3:11])([CH3:10])[CH3:9])[CH3:4].C(N(CC)CC)C.[CH3:20][S:21](Cl)(=[O:23])=[O:22]. (2) Given the product [C:1]([O:4][C:5]1[CH:6]=[CH:12][C:29]([CH:28]=[CH2:27])=[CH:30][CH:31]=1)(=[O:3])[CH3:2].[C:13]([O:15][C:30]([CH3:29])([CH3:31])[CH3:1])(=[O:14])[C:12]([CH3:18])=[CH2:17].[C:20]([O:22][C:23]1[CH:30]=[CH:29][CH:28]=[CH:27][CH:26]=1)(=[O:21])[C:19]([CH3:24])=[CH2:25], predict the reactants needed to synthesize it. The reactants are: [C:1]([O:4][CH2:5][CH2:6]OCC)(=[O:3])[CH3:2].N([C:19]([CH3:25])([CH3:24])[C:20]([O:22][CH3:23])=[O:21])=N[C:12]([CH3:18])([CH3:17])[C:13]([O:15]C)=[O:14].[CH3:26][CH2:27][CH2:28][CH2:29][CH2:30][CH3:31]. (3) Given the product [Cl:1][C:2]1[CH:7]=[CH:6][C:5](/[CH:8]=[CH:9]/[C:10]([N:31]2[CH2:30][CH2:29][CH:28]([C:25]3[O:24][C:23]([CH:20]4[CH2:22][CH2:21]4)=[N:27][N:26]=3)[CH2:33][CH2:32]2)=[O:12])=[C:4]([CH2:13][N:14]2[N:18]=[N:17][C:16]([CH3:19])=[N:15]2)[CH:3]=1, predict the reactants needed to synthesize it. The reactants are: [Cl:1][C:2]1[CH:7]=[CH:6][C:5](/[CH:8]=[CH:9]/[C:10]([OH:12])=O)=[C:4]([CH2:13][N:14]2[N:18]=[N:17][C:16]([CH3:19])=[N:15]2)[CH:3]=1.[CH:20]1([C:23]2[O:24][C:25]([CH:28]3[CH2:33][CH2:32][NH:31][CH2:30][CH2:29]3)=[N:26][N:27]=2)[CH2:22][CH2:21]1. (4) Given the product [CH2:7]([O:14][C:15]1[CH:16]=[CH:17][C:18]([Br:23])=[C:19]([CH:20]([OH:21])[CH2:4][N+:1]([O-:3])=[O:2])[CH:22]=1)[C:8]1[CH:9]=[CH:10][CH:11]=[CH:12][CH:13]=1, predict the reactants needed to synthesize it. The reactants are: [N+:1]([CH3:4])([O-:3])=[O:2].[OH-].[Na+].[CH2:7]([O:14][C:15]1[CH:16]=[CH:17][C:18]([Br:23])=[C:19]([CH:22]=1)[CH:20]=[O:21])[C:8]1[CH:13]=[CH:12][CH:11]=[CH:10][CH:9]=1. (5) Given the product [CH:15]1([N:9]2[C:7]3[N:8]=[C:3]([S:2][CH3:1])[N:4]=[CH:5][C:6]=3[CH:12]=[CH:11][C:10]2=[O:13])[CH2:19][CH2:18][CH2:17][CH2:16]1, predict the reactants needed to synthesize it. The reactants are: [CH3:1][S:2][C:3]1[N:4]=[CH:5][C:6]2[CH:12]=[CH:11][C:10](=[O:13])[NH:9][C:7]=2[N:8]=1.Br[CH:15]1[CH2:19][CH2:18][CH2:17][CH2:16]1. (6) Given the product [CH3:1][NH:2][C:3]([C:5]1[N:6]=[C:7]([CH2:26][CH3:27])[N:8]2[CH2:13][CH2:12][N:11]([CH:32]([C:30](=[O:31])[NH:29][CH3:28])[C:33]3[CH:38]=[CH:37][CH:36]=[CH:35][CH:34]=3)[CH:10]([CH2:14][CH2:15][C:16]3[CH:21]=[CH:20][C:19]([C:22]([F:25])([F:24])[F:23])=[CH:18][CH:17]=3)[C:9]=12)=[O:4], predict the reactants needed to synthesize it. The reactants are: [CH3:1][NH:2][C:3]([C:5]1[N:6]=[C:7]([CH2:26][CH3:27])[N:8]2[CH2:13][CH2:12][NH:11][CH:10]([CH2:14][CH2:15][C:16]3[CH:21]=[CH:20][C:19]([C:22]([F:25])([F:24])[F:23])=[CH:18][CH:17]=3)[C:9]=12)=[O:4].[CH3:28][NH:29][C:30]([C@@H:32](OS(C1C=CC(C)=CC=1)(=O)=O)[C:33]1[CH:38]=[CH:37][CH:36]=[CH:35][CH:34]=1)=[O:31]. (7) The reactants are: [NH2:1][C:2]1[C:3]([O:14][C:15]2[CH:16]=[C:17]([CH:25]=[CH:26][CH:27]=2)[O:18][CH2:19][CH2:20][CH2:21][C:22]([OH:24])=[O:23])=[CH:4][C:5]2[N:9]([CH3:10])[C:8](=[O:11])[N:7]([CH3:12])[C:6]=2[CH:13]=1.N1C=CC=CC=1.[CH3:34][N:35]1[CH:39]=[C:38]([S:40](Cl)(=[O:42])=[O:41])[N:37]=[CH:36]1. Given the product [CH3:12][N:7]1[C:6]2[CH:13]=[C:2]([NH:1][S:40]([C:38]3[N:37]=[CH:36][N:35]([CH3:34])[CH:39]=3)(=[O:42])=[O:41])[C:3]([O:14][C:15]3[CH:16]=[C:17]([CH:25]=[CH:26][CH:27]=3)[O:18][CH2:19][CH2:20][CH2:21][C:22]([OH:24])=[O:23])=[CH:4][C:5]=2[N:9]([CH3:10])[C:8]1=[O:11], predict the reactants needed to synthesize it. (8) Given the product [CH2:17]([O:19][C:20]([C:22]1[NH:23][C:24]2[C:29]([CH:30]=1)=[CH:28][C:27]([NH:31][C:2]1[N:7]=[C:6]([NH:8][C:9]3[CH:14]=[CH:13][CH:12]=[C:11]([OH:15])[CH:10]=3)[C:5]([F:16])=[CH:4][N:3]=1)=[CH:26][CH:25]=2)=[O:21])[CH3:18], predict the reactants needed to synthesize it. The reactants are: Cl[C:2]1[N:7]=[C:6]([NH:8][C:9]2[CH:14]=[CH:13][CH:12]=[C:11]([OH:15])[CH:10]=2)[C:5]([F:16])=[CH:4][N:3]=1.[CH2:17]([O:19][C:20]([C:22]1[NH:23][C:24]2[C:29]([CH:30]=1)=[CH:28][C:27]([NH2:31])=[CH:26][CH:25]=2)=[O:21])[CH3:18].